From a dataset of Forward reaction prediction with 1.9M reactions from USPTO patents (1976-2016). Predict the product of the given reaction. (1) Given the reactants [Br:1][C:2]1[CH:7]=[CH:6][C:5]([CH:8]=[C:9]2[C:13]([CH2:15][CH3:16])([CH3:14])[O:12][C:11]([CH2:18][CH3:19])([CH3:17])[C:10]2=[O:20])=[C:4]([CH2:21][CH3:22])[CH:3]=1.[OH:23]O.[OH-].[Na+], predict the reaction product. The product is: [Br:1][C:2]1[CH:7]=[CH:6][C:5]([CH:8]2[C:9]3([C:10](=[O:20])[C:11]([CH2:18][CH3:19])([CH3:17])[O:12][C:13]3([CH2:15][CH3:16])[CH3:14])[O:23]2)=[C:4]([CH2:21][CH3:22])[CH:3]=1. (2) Given the reactants O=C1[O:6][CH2:5][C@:4]2([CH2:10][CH2:9][C@H:8]([C:11]3C=C4[C:18](=[CH:19][CH:20]=3)[CH2:17][C@H:16]([CH2:21][CH2:22][CH2:23][CH:24]=[O:25])[CH2:15][CH2:14]4)[CH2:7]2)[NH:3]1.C([SiH]([CH2:31][CH3:32])CC)C.[C:33]([OH:39])([C:35]([F:38])([F:37])[F:36])=[O:34].[N+]([CH3:43])([O-])=O, predict the reaction product. The product is: [NH2:3][C@:4]1([CH2:5][OH:6])[CH2:10][CH2:9][C@H:8]([C:11]2[CH:35]=[CH:33][C:18]3[CH2:17][C@H:16]([CH2:21][CH2:22][CH2:23][CH2:24][O:25][CH:31]([CH3:32])[CH3:43])[CH2:15][CH2:14][C:19]=3[CH:20]=2)[CH2:7]1.[C:33]([OH:39])([C:35]([F:38])([F:37])[F:36])=[O:34]. (3) Given the reactants C(O[C:4]([C:6]1[CH:11]=[CH:10][C:9]([O:12][CH2:13][C:14]2[C:15]([C:20]3[CH:25]=[CH:24][CH:23]=[CH:22][CH:21]=3)=[N:16][O:17][C:18]=2[CH3:19])=[CH:8][N:7]=1)=[O:5])C.[CH2:26]([CH2:28][NH2:29])[OH:27].N12CCCNC1=NCCC2.[C@H](O)(C([O-])=O)[C@@H](O)C([O-])=O.[Na+].[K+], predict the reaction product. The product is: [OH:27][CH2:26][CH2:28][NH:29][C:4]([C:6]1[CH:11]=[CH:10][C:9]([O:12][CH2:13][C:14]2[C:15]([C:20]3[CH:21]=[CH:22][CH:23]=[CH:24][CH:25]=3)=[N:16][O:17][C:18]=2[CH3:19])=[CH:8][N:7]=1)=[O:5]. (4) Given the reactants [CH3:1][C:2]1([CH3:14])[C:6]([CH3:8])([CH3:7])[O:5][B:4]([C:9]2[CH:10]=[N:11][NH:12][CH:13]=2)[O:3]1.Cl[CH2:16][CH2:17][N:18]([CH2:21][CH3:22])[CH2:19][CH3:20].C([O-])([O-])=O.[K+].[K+], predict the reaction product. The product is: [CH2:17]([N:18]([CH2:21][CH3:22])[CH2:19][CH2:20][N:12]1[CH:13]=[C:9]([B:4]2[O:5][C:6]([CH3:7])([CH3:8])[C:2]([CH3:14])([CH3:1])[O:3]2)[CH:10]=[N:11]1)[CH3:16]. (5) The product is: [Cl:1][CH2:2][CH2:3][CH2:4][N:5]1[CH2:10][C:9]2[CH:11]=[CH:12][CH:13]=[CH:14][C:8]=2[N:7]([C:19]2[CH:20]=[CH:21][CH:22]=[C:17]([CH3:26])[CH:18]=2)[S:6]1(=[O:16])=[O:15]. Given the reactants [Cl:1][CH2:2][CH2:3][CH2:4][N:5]1[CH2:10][C:9]2[CH:11]=[CH:12][CH:13]=[CH:14][C:8]=2[NH:7][S:6]1(=[O:16])=[O:15].[C:17]1([CH3:26])[CH:22]=[CH:21][CH:20]=[C:19](B(O)O)[CH:18]=1, predict the reaction product. (6) Given the reactants [Br:1][C:2]1[CH:3]=[N:4][C:5]([CH3:19])=[C:6]([CH:18]=1)[C:7]([NH:9][C:10]1[CH:15]=[CH:14][C:13]([F:16])=[CH:12][C:11]=1[F:17])=[O:8].[C:20]([O-])([O-])=O.[K+].[K+].CI, predict the reaction product. The product is: [Br:1][C:2]1[CH:3]=[N:4][C:5]([CH3:19])=[C:6]([CH:18]=1)[C:7]([N:9]([C:10]1[CH:15]=[CH:14][C:13]([F:16])=[CH:12][C:11]=1[F:17])[CH3:20])=[O:8]. (7) Given the reactants [Br:1][C:2]1[C:3]([CH3:17])=[N:4][N:5]([CH2:14][CH2:15]O)[C:6]=1[C:7]1[CH:12]=[CH:11][C:10]([F:13])=[CH:9][CH:8]=1.COCCN(S(F)(F)[F:28])CCOC.C(OCC)(=O)C.O.[CH2:38]([Cl:40])Cl, predict the reaction product. The product is: [Br:1][C:2]1[C:3]([CH3:17])=[N:4][N:5]([CH2:14][CH2:15][F:28])[C:6]=1[C:7]1[CH:12]=[CH:11][C:10]([F:13])=[CH:9][CH:8]=1.[Br:1][C:2]1[C:3]([CH3:17])=[N:4][N:5]([CH2:14][CH2:38][Cl:40])[C:6]=1[C:7]1[CH:12]=[CH:11][C:10]([F:13])=[CH:9][CH:8]=1. (8) Given the reactants [C:1]([O:5][C:6]([N:8]1[CH2:13][CH2:12][NH:11][CH2:10][CH2:9]1)=[O:7])([CH3:4])([CH3:3])[CH3:2].[F:14][C:15]1[CH:20]=[CH:19][C:18]([C:21]2[N:25]=[C:24]([C:26]3[CH:31]=[CH:30][C:29]([F:32])=[CH:28][CH:27]=3)[N:23]([CH2:33][C:34](Cl)=[O:35])[N:22]=2)=[CH:17][CH:16]=1.C(N(CC)CC)C, predict the reaction product. The product is: [C:1]([O:5][C:6]([N:8]1[CH2:13][CH2:12][N:11]([C:34](=[O:35])[CH2:33][N:23]2[C:24]([C:26]3[CH:27]=[CH:28][C:29]([F:32])=[CH:30][CH:31]=3)=[N:25][C:21]([C:18]3[CH:19]=[CH:20][C:15]([F:14])=[CH:16][CH:17]=3)=[N:22]2)[CH2:10][CH2:9]1)=[O:7])([CH3:4])([CH3:2])[CH3:3]. (9) The product is: [Cl:35][C:33]1[N:32]=[CH:31][N:30]=[C:29]2[N:28]([CH3:36])[N:27]=[C:26]([CH2:25][O:14][C:12]3[CH:13]=[C:8]([O:7][CH2:6][C:5]4[CH:16]=[CH:17][C:2]([Cl:1])=[CH:3][CH:4]=4)[CH:9]=[CH:10][C:11]=3[CH3:15])[C:34]=12. Given the reactants [Cl:1][C:2]1[CH:17]=[CH:16][C:5]([CH2:6][O:7][C:8]2[CH:9]=[CH:10][C:11]([CH3:15])=[C:12]([OH:14])[CH:13]=2)=[CH:4][CH:3]=1.C(=O)([O-])[O-].[K+].[K+].Br[CH2:25][C:26]1[C:34]2[C:29](=[N:30][CH:31]=[N:32][C:33]=2[Cl:35])[N:28]([CH3:36])[N:27]=1, predict the reaction product. (10) Given the reactants [C:1]([C:3]1[CH:8]=[CH:7][C:6]([C:9]2[CH:10]=[N:11][N:12]([C:15]3[CH:23]=[CH:22][C:18]([C:19](O)=[O:20])=[CH:17][N:16]=3)[C:13]=2[OH:14])=[C:5]([CH3:24])[CH:4]=1)#[N:2].Cl.Cl.[CH2:27]([N:29]([CH2:36][CH3:37])[CH:30]1[CH2:35][CH2:34][CH2:33][NH:32][CH2:31]1)[CH3:28], predict the reaction product. The product is: [CH2:36]([N:29]([CH2:27][CH3:28])[CH:30]1[CH2:35][CH2:34][CH2:33][N:32]([C:19]([C:18]2[CH:22]=[CH:23][C:15]([N:12]3[C:13]([OH:14])=[C:9]([C:6]4[CH:7]=[CH:8][C:3]([C:1]#[N:2])=[CH:4][C:5]=4[CH3:24])[CH:10]=[N:11]3)=[N:16][CH:17]=2)=[O:20])[CH2:31]1)[CH3:37].